Dataset: Catalyst prediction with 721,799 reactions and 888 catalyst types from USPTO. Task: Predict which catalyst facilitates the given reaction. (1) Reactant: Cl[C:2]1[CH:3]=[C:4]([C:14]([OH:16])=[O:15])[C:5]2[CH:10]=[N:9][N:8]([CH:11]([CH3:13])[CH3:12])[C:6]=2[N:7]=1.CCN(CC)CC. Product: [CH:11]([N:8]1[C:6]2[N:7]=[CH:2][CH:3]=[C:4]([C:14]([OH:16])=[O:15])[C:5]=2[CH:10]=[N:9]1)([CH3:13])[CH3:12]. The catalyst class is: 8. (2) Reactant: [BrH:1].[Br:2][C:3]([CH3:28])([CH3:27])[C:4]([C:6]1[CH:11]=[CH:10][C:9]([S:12][C:13]2[CH:18]=[CH:17][C:16]([C:19]([CH:21]3[CH2:26][CH2:25][CH2:24][CH2:23][CH2:22]3)=[O:20])=[CH:15][CH:14]=2)=[CH:8][CH:7]=1)=[O:5].BrBr. Product: [Br:2][C:3]([CH3:28])([CH3:27])[C:4]([C:6]1[CH:7]=[CH:8][C:9]([S:12][C:13]2[CH:18]=[CH:17][C:16]([C:19]([C:21]3([Br:1])[CH2:26][CH2:25][CH2:24][CH2:23][CH2:22]3)=[O:20])=[CH:15][CH:14]=2)=[CH:10][CH:11]=1)=[O:5]. The catalyst class is: 4. (3) Reactant: [NH2:1][C:2]1[N:7]=[CH:6][N:5]=[C:4]2[N:8]([C:14]([CH3:17])([CH3:16])[CH3:15])[N:9]=[C:10]([C:11]([OH:13])=O)[C:3]=12.[CH2:18]([NH2:25])[C:19]1[CH:24]=[CH:23][CH:22]=[CH:21][CH:20]=1.C(N(C(C)C)CC)(C)C.F[P-](F)(F)(F)(F)F.N1(OC(N(C)C)=[N+](C)C)C2C=CC=CC=2N=N1. Product: [CH2:18]([NH:25][C:11]([C:10]1[C:3]2[C:4](=[N:5][CH:6]=[N:7][C:2]=2[NH2:1])[N:8]([C:14]([CH3:17])([CH3:16])[CH3:15])[N:9]=1)=[O:13])[C:19]1[CH:24]=[CH:23][CH:22]=[CH:21][CH:20]=1. The catalyst class is: 9. (4) Reactant: [N+:1]([C:4]1[CH:5]=[C:6]2[C:10](=[CH:11][CH:12]=1)[N:9]([CH2:13][CH2:14][C:15](OCC)=[O:16])[C:8]([C:20]1[CH:25]=[CH:24][CH:23]=[CH:22][CH:21]=1)=[CH:7]2)([O-:3])=[O:2].C1COCC1.O.Cl. Product: [N+:1]([C:4]1[CH:5]=[C:6]2[C:10](=[CH:11][CH:12]=1)[N:9]([CH2:13][CH2:14][CH2:15][OH:16])[C:8]([C:20]1[CH:25]=[CH:24][CH:23]=[CH:22][CH:21]=1)=[CH:7]2)([O-:3])=[O:2]. The catalyst class is: 14.